Dataset: Forward reaction prediction with 1.9M reactions from USPTO patents (1976-2016). Task: Predict the product of the given reaction. (1) Given the reactants CC(OI1(OC(C)=O)(OC(C)=O)OC(=O)C2C=CC=CC1=2)=O.[C:23]([O:27][C:28](=[O:43])[NH:29][C:30]1[CH:35]=[C:34]([O:36][CH3:37])[CH:33]=[CH:32][C:31]=1[CH2:38][CH:39]([OH:42])[CH2:40][CH3:41])([CH3:26])([CH3:25])[CH3:24], predict the reaction product. The product is: [C:23]([O:27][C:28](=[O:43])[NH:29][C:30]1[CH:35]=[C:34]([O:36][CH3:37])[CH:33]=[CH:32][C:31]=1[CH2:38][C:39](=[O:42])[CH2:40][CH3:41])([CH3:25])([CH3:24])[CH3:26]. (2) Given the reactants [C:1]([C:3]1[C:8]([F:9])=[CH:7][CH:6]=[CH:5][N:4]=1)#[N:2].[Na].[Cl-:11].[NH4+:12].C(O)(=O)C, predict the reaction product. The product is: [ClH:11].[C:1]([C:3]1[C:8]([F:9])=[CH:7][CH:6]=[CH:5][N:4]=1)(=[NH:12])[NH2:2].